Task: Predict the product of the given reaction.. Dataset: Forward reaction prediction with 1.9M reactions from USPTO patents (1976-2016) (1) Given the reactants [Cl:1][C:2]1[N:3]=[C:4]([N:13]2[CH2:18][CH2:17][O:16][CH2:15][CH2:14]2)[C:5]2[S:10][C:9]([CH:11]=O)=[CH:8][C:6]=2[N:7]=1.[NH:19]1[CH2:22][CH:21]([N:23]2[CH2:28][CH2:27][CH:26]([OH:29])[CH2:25][CH2:24]2)[CH2:20]1.C(O[BH-](OC(=O)C)OC(=O)C)(=O)C.[Na+], predict the reaction product. The product is: [Cl:1][C:2]1[N:3]=[C:4]([N:13]2[CH2:18][CH2:17][O:16][CH2:15][CH2:14]2)[C:5]2[S:10][C:9]([CH2:11][N:19]3[CH2:22][CH:21]([N:23]4[CH2:28][CH2:27][CH:26]([OH:29])[CH2:25][CH2:24]4)[CH2:20]3)=[CH:8][C:6]=2[N:7]=1. (2) Given the reactants CC(O/N=C(/C(NCC=O)=O)\C1N=C(N)SC=1)(C(O)=O)C.[CH2:22]([O:29][C:30]1[CH:35]=[CH:34][C:33]([C:36]2[N:40]([CH:41]3[CH2:46][CH2:45][CH2:44][CH2:43][CH2:42]3)[N:39]=[C:38]([CH2:47][OH:48])[C:37]=2[Br:49])=[CH:32][CH:31]=1)[C:23]1[CH:28]=[CH:27][CH:26]=[CH:25][CH:24]=1, predict the reaction product. The product is: [CH2:22]([O:29][C:30]1[CH:31]=[CH:32][C:33]([C:36]2[N:40]([CH:41]3[CH2:46][CH2:45][CH2:44][CH2:43][CH2:42]3)[N:39]=[C:38]([CH:47]=[O:48])[C:37]=2[Br:49])=[CH:34][CH:35]=1)[C:23]1[CH:24]=[CH:25][CH:26]=[CH:27][CH:28]=1. (3) Given the reactants [CH3:1][S:2]([NH:5][C:6]1[CH:7]=[C:8]2[C:31](=[CH:32][CH:33]=1)[O:30][C:11]1([CH2:16][CH2:15][N:14]([CH2:17][CH2:18][O:19][CH2:20][CH2:21][NH:22]C(=O)OC(C)(C)C)[CH2:13][CH2:12]1)[CH2:10][C:9]2=[O:34])(=[O:4])=[O:3].CO.[Cl:37]CCl, predict the reaction product. The product is: [ClH:37].[ClH:37].[NH2:22][CH2:21][CH2:20][O:19][CH2:18][CH2:17][N:14]1[CH2:13][CH2:12][C:11]2([CH2:10][C:9](=[O:34])[C:8]3[C:31](=[CH:32][CH:33]=[C:6]([NH:5][S:2]([CH3:1])(=[O:3])=[O:4])[CH:7]=3)[O:30]2)[CH2:16][CH2:15]1. (4) Given the reactants Br[C:2]1[CH:3]=[C:4]([F:16])[CH:5]=[C:6]2[C:10]=1[N:9]([CH3:11])[C:8]([C:12]([NH2:14])=[O:13])=[C:7]2[CH3:15].[F:17][C:18]1[CH:19]=[C:20](B(O)O)[CH:21]=[CH:22][C:23]=1[F:24], predict the reaction product. The product is: [F:17][C:18]1[CH:19]=[C:20]([C:2]2[CH:3]=[C:4]([F:16])[CH:5]=[C:6]3[C:10]=2[N:9]([CH3:11])[C:8]([C:12]([NH2:14])=[O:13])=[C:7]3[CH3:15])[CH:21]=[CH:22][C:23]=1[F:24]. (5) Given the reactants [C:1]([C:3]1[CH:4]=[C:5]([CH:26]=[CH:27][CH:28]=1)[CH2:6][O:7][C:8]1[CH:17]=[C:16]2[C:11]([CH2:12][CH2:13][CH2:14][CH:15]2[NH:18]C(=O)OC(C)(C)C)=[CH:10][CH:9]=1)#[N:2].[ClH:29], predict the reaction product. The product is: [NH2:18][CH:15]1[C:16]2[CH:17]=[C:8]([O:7][CH2:6][C:5]3[CH:4]=[C:3]([CH:28]=[CH:27][CH:26]=3)[C:1]#[N:2])[CH:9]=[CH:10][C:11]=2[CH2:12][CH2:13][CH2:14]1.[ClH:29]. (6) Given the reactants [CH3:1][C:2]([C:9]1[NH:10][C:11]2[C:16]([CH:17]=1)=[CH:15][C:14]([N+:18]([O-:20])=[O:19])=[CH:13][CH:12]=2)([CH3:8])[C:3]([O:5]CC)=[O:4].Cl, predict the reaction product. The product is: [CH3:8][C:2]([C:9]1[NH:10][C:11]2[C:16]([CH:17]=1)=[CH:15][C:14]([N+:18]([O-:20])=[O:19])=[CH:13][CH:12]=2)([CH3:1])[C:3]([OH:5])=[O:4]. (7) Given the reactants Cl[CH2:2][C:3]1[N:4]=[C:5]([C:8]2[CH:13]=[CH:12][C:11]([Cl:14])=[CH:10][CH:9]=2)[O:6][CH:7]=1.[OH-:15].[Na+], predict the reaction product. The product is: [Cl:14][C:11]1[CH:12]=[CH:13][C:8]([C:5]2[O:6][CH:7]=[C:3]([CH2:2][OH:15])[N:4]=2)=[CH:9][CH:10]=1. (8) Given the reactants Br[C:2]1[CH:7]=[CH:6][C:5]([F:8])=[C:4]([N+:9]([O-:11])=[O:10])[CH:3]=1.[Br-].[C:13]([C:15]1[CH:20]=[CH:19][CH:18]=[CH:17][C:16]=1[Zn+])#[N:14].O, predict the reaction product. The product is: [F:8][C:5]1[CH:6]=[CH:7][C:2]([C:16]2[C:15]([C:13]#[N:14])=[CH:20][CH:19]=[CH:18][CH:17]=2)=[CH:3][C:4]=1[N+:9]([O-:11])=[O:10]. (9) Given the reactants [CH2:1]([NH:8][CH:9]1[CH2:14][CH2:13][CH:12]([CH2:15]OS(C2C=CC(C)=CC=2)(=O)=O)[CH2:11][CH:10]1[CH3:27])[C:2]1[CH:7]=[CH:6][CH:5]=[CH:4][CH:3]=1.[NH2:28][C:29]1[CH:34]=[CH:33][CH:32]=[CH:31][CH:30]=1.C(=O)([O-])[O-].[K+].[K+], predict the reaction product. The product is: [CH2:1]([NH:8][CH:9]1[CH2:14][CH2:13][CH:12]([CH2:15][NH:28][C:29]2[CH:34]=[CH:33][CH:32]=[CH:31][CH:30]=2)[CH2:11][CH:10]1[CH3:27])[C:2]1[CH:3]=[CH:4][CH:5]=[CH:6][CH:7]=1. (10) Given the reactants [N+:1]([C:4]1[CH:5]=[C:6]([C:14]2([C:17]([O:19][CH3:20])=[O:18])[CH2:16][CH2:15]2)[CH:7]=[CH:8][C:9]=1[C:10]([F:13])([F:12])[F:11])([O-])=O, predict the reaction product. The product is: [NH2:1][C:4]1[CH:5]=[C:6]([C:14]2([C:17]([O:19][CH3:20])=[O:18])[CH2:15][CH2:16]2)[CH:7]=[CH:8][C:9]=1[C:10]([F:11])([F:12])[F:13].